From a dataset of Catalyst prediction with 721,799 reactions and 888 catalyst types from USPTO. Predict which catalyst facilitates the given reaction. (1) Reactant: [CH2:1]([N:3]1[CH:7]=[C:6]([C:8](Cl)=[O:9])[C:5]([NH:11][S:12]([C:15]2[CH:20]=[CH:19][C:18]([O:21][CH2:22][C:23]3[N:24]=[C:25]([C:29]4[CH:34]=[CH:33][CH:32]=[CH:31][CH:30]=4)[O:26][C:27]=3[CH3:28])=[CH:17][CH:16]=2)(=[O:14])=[O:13])=[N:4]1)[CH3:2].[NH3:35]. Product: [CH2:1]([N:3]1[CH:7]=[C:6]([C:8]([NH2:35])=[O:9])[C:5]([NH:11][S:12]([C:15]2[CH:20]=[CH:19][C:18]([O:21][CH2:22][C:23]3[N:24]=[C:25]([C:29]4[CH:34]=[CH:33][CH:32]=[CH:31][CH:30]=4)[O:26][C:27]=3[CH3:28])=[CH:17][CH:16]=2)(=[O:14])=[O:13])=[N:4]1)[CH3:2]. The catalyst class is: 124. (2) Reactant: C([O:8][C:9]1[CH:10]=[C:11]([NH:20][C:21]2[N:26]=[C:25]([NH:27][C:28]3[CH:29]=[C:30]([NH:34][C:35](=[O:41])[O:36][C:37]([CH3:40])([CH3:39])[CH3:38])[CH:31]=[CH:32][CH:33]=3)[C:24]([F:42])=[CH:23][N:22]=2)[CH:12]=[CH:13][C:14]=1[O:15][CH2:16][CH2:17][O:18][CH3:19])C1C=CC=CC=1. Product: [F:42][C:24]1[C:25]([NH:27][C:28]2[CH:29]=[C:30]([NH:34][C:35](=[O:41])[O:36][C:37]([CH3:39])([CH3:38])[CH3:40])[CH:31]=[CH:32][CH:33]=2)=[N:26][C:21]([NH:20][C:11]2[CH:12]=[CH:13][C:14]([O:15][CH2:16][CH2:17][O:18][CH3:19])=[C:9]([OH:8])[CH:10]=2)=[N:22][CH:23]=1. The catalyst class is: 63. (3) The catalyst class is: 4. Product: [CH:1]1([C:6]2[C:10]3[N:11]=[C:12]4[CH2:19][N:18]([CH2:26][C:25]5[CH:28]=[CH:29][C:22]([O:21][CH3:20])=[CH:23][CH:24]=5)[CH2:17][CH2:16][N:13]4[C:14](=[O:15])[C:9]=3[O:8][N:7]=2)[CH2:2][CH2:3][CH2:4][CH2:5]1. Reactant: [CH:1]1([C:6]2[C:10]3[N:11]=[C:12]4[CH2:19][NH:18][CH2:17][CH2:16][N:13]4[C:14](=[O:15])[C:9]=3[O:8][N:7]=2)[CH2:5][CH2:4][CH2:3][CH2:2]1.[CH3:20][O:21][C:22]1[CH:29]=[CH:28][C:25]([CH:26]=O)=[CH:24][CH:23]=1.C(O[BH-](OC(=O)C)OC(=O)C)(=O)C.[Na+]. (4) Product: [F:27][C:6]1[CH:5]=[C:4]([NH:28][CH:29]2[CH2:32][NH:31][CH2:30]2)[CH:3]=[C:2]([F:1])[C:7]=1[C@@H:8]1[C:13]2[NH:14][C:15]3[C:20]([C:12]=2[CH2:11][C@@H:10]([CH3:21])[N:9]1[CH2:22][C:23]([F:26])([CH3:25])[CH3:24])=[CH:19][CH:18]=[CH:17][CH:16]=3. The catalyst class is: 2. Reactant: [F:1][C:2]1[CH:3]=[C:4]([NH:28][CH:29]2[CH2:32][N:31](C(OC(C)(C)C)=O)[CH2:30]2)[CH:5]=[C:6]([F:27])[C:7]=1[C@@H:8]1[C:13]2[NH:14][C:15]3[C:20]([C:12]=2[CH2:11][C@@H:10]([CH3:21])[N:9]1[CH2:22][C:23]([F:26])([CH3:25])[CH3:24])=[CH:19][CH:18]=[CH:17][CH:16]=3.C(O)(C(F)(F)F)=O.C([O-])(O)=O.[Na+]. (5) Reactant: [S-2:1].[Na+].[Na+].[Br:4][C:5]1[CH:6]=[C:7]2[C:11](=[CH:12][CH:13]=1)[NH:10][C:9](=[O:14])[C:8]2([CH2:18][CH2:19]Br)[CH2:15][CH2:16]Br. Product: [Br:4][C:5]1[CH:6]=[C:7]2[C:8]3([CH2:18][CH2:19][S:1][CH2:16][CH2:15]3)[C:9](=[O:14])[NH:10][C:11]2=[CH:12][CH:13]=1. The catalyst class is: 3.